Task: Predict the reactants needed to synthesize the given product.. Dataset: Full USPTO retrosynthesis dataset with 1.9M reactions from patents (1976-2016) (1) The reactants are: [CH2:1](O)CCCCO.C(O)C(O)CCCC.N1CCCC1=O.CCCCC([CH2:29][CH2:30][CH:31]([O:36]S([O-])(=O)=O)[CH2:32][CH:33]([CH3:35])[CH3:34])CC.[Na+]. Given the product [CH3:35][CH:33]([CH2:32][C:31]([OH:36])([C:30]#[CH:29])[CH3:1])[CH3:34], predict the reactants needed to synthesize it. (2) Given the product [CH:9]1([C:12]2[N:23]=[C:15]3[C:16]([O:21][CH3:22])=[CH:17][CH:18]=[C:19]([Sn:2]([CH3:8])([CH3:7])[CH3:1])[N:14]3[N:13]=2)[CH2:11][CH2:10]1, predict the reactants needed to synthesize it. The reactants are: [CH3:1][Sn:2]([CH3:8])([CH3:7])[Sn:2]([CH3:8])([CH3:7])[CH3:1].[CH:9]1([C:12]2[N:23]=[C:15]3[C:16]([O:21][CH3:22])=[CH:17][CH:18]=[C:19](I)[N:14]3[N:13]=2)[CH2:11][CH2:10]1.[F-].[K+]. (3) Given the product [F:11][C:10]1[CH:9]=[C:8]([NH:12][S:13]([CH3:16])(=[O:15])=[O:14])[C:7]([CH3:17])=[CH:6][C:5]=1[C@H:3]([NH:2][C:28]([C@H:25]1[O:24][C:23]2[CH:31]=[CH:32][C:20]([C:19]([F:34])([F:18])[F:33])=[CH:21][C:22]=2[O:27][CH2:26]1)=[O:29])[CH3:4], predict the reactants needed to synthesize it. The reactants are: Cl.[NH2:2][C@@H:3]([C:5]1[C:10]([F:11])=[CH:9][C:8]([NH:12][S:13]([CH3:16])(=[O:15])=[O:14])=[C:7]([CH3:17])[CH:6]=1)[CH3:4].[F:18][C:19]([F:34])([F:33])[C:20]1[CH:32]=[CH:31][C:23]2[O:24][C@H:25]([C:28](O)=[O:29])[CH2:26][O:27][C:22]=2[CH:21]=1.F[P-](F)(F)(F)(F)F.C[N+](C)=C(N(C)C)ON1C2N=CC=CC=2N=N1.C(N(CC)C(C)C)(C)C. (4) Given the product [F:23][C:2]([F:1])([F:22])[C:3]1[CH:4]=[C:5]([C:9]#[C:10][C:11]2[N:15]3[CH:16]=[CH:17][CH:18]=[CH:19][C:14]3=[N:13][C:12]=2[CH2:20][NH:21][S:36]([CH:33]([CH3:35])[CH3:34])(=[O:38])=[O:37])[CH:6]=[CH:7][CH:8]=1, predict the reactants needed to synthesize it. The reactants are: [F:1][C:2]([F:23])([F:22])[C:3]1[CH:4]=[C:5]([C:9]#[C:10][C:11]2[N:15]3[CH:16]=[CH:17][CH:18]=[CH:19][C:14]3=[N:13][C:12]=2[CH2:20][NH2:21])[CH:6]=[CH:7][CH:8]=1.C(N(C(C)C)CC)(C)C.[CH:33]([S:36](Cl)(=[O:38])=[O:37])([CH3:35])[CH3:34]. (5) Given the product [F:17][C:15]([F:18])([F:16])[C:8]1[CH:9]=[C:10]([CH2:13][OH:14])[CH:11]=[N:12][C:7]=1[N:1]1[CH2:6][CH2:5][N:4]([C:20]2[NH:21][C:22]3[C:28]([C:29]4[CH:30]=[C:31]([F:37])[C:32]([F:36])=[C:33]([F:35])[CH:34]=4)=[CH:27][C:26]([C:38]([F:41])([F:39])[F:40])=[CH:25][C:23]=3[N:24]=2)[CH2:3][CH2:2]1, predict the reactants needed to synthesize it. The reactants are: [N:1]1([C:7]2[N:12]=[CH:11][C:10]([CH2:13][OH:14])=[CH:9][C:8]=2[C:15]([F:18])([F:17])[F:16])[CH2:6][CH2:5][NH:4][CH2:3][CH2:2]1.Cl[C:20]1[NH:24][C:23]2[CH:25]=[C:26]([C:38]([F:41])([F:40])[F:39])[CH:27]=[C:28]([C:29]3[CH:34]=[C:33]([F:35])[C:32]([F:36])=[C:31]([F:37])[CH:30]=3)[C:22]=2[N:21]=1. (6) Given the product [F:1][C:2]1[CH:7]=[CH:6][C:5]([CH2:8][N:9]([CH2:36][CH2:37][CH2:38][C:39]#[N:40])[CH:10]2[CH2:11][CH2:12][N:13]([C:16]([O:18][C:19]([CH3:22])([CH3:21])[CH3:20])=[O:17])[CH2:14][CH2:15]2)=[C:4]([C:23]([F:26])([F:24])[F:25])[CH:3]=1, predict the reactants needed to synthesize it. The reactants are: [F:1][C:2]1[CH:7]=[CH:6][C:5]([CH2:8][NH:9][CH:10]2[CH2:15][CH2:14][N:13]([C:16]([O:18][C:19]([CH3:22])([CH3:21])[CH3:20])=[O:17])[CH2:12][CH2:11]2)=[C:4]([C:23]([F:26])([F:25])[F:24])[CH:3]=1.C(=O)([O-])[O-].[K+].[K+].[I-].[Na+].Br[CH2:36][CH2:37][CH2:38][C:39]#[N:40]. (7) Given the product [NH:40]1[C:48]2[C:43](=[CH:44][CH:45]=[CH:46][CH:47]=2)[C:42]([C:2]2[N:3]=[C:4]([N:25]3[CH2:30][CH2:29][O:28][CH2:27][CH2:26]3)[C:5]3[N:11]=[C:10]([CH2:12][N:13]4[CH2:18][CH2:17][N:16]([C:19]([CH3:24])([CH3:23])[C:20]([NH2:22])=[O:21])[CH2:15][CH2:14]4)[CH:9]=[CH:8][C:6]=3[N:7]=2)=[CH:41]1, predict the reactants needed to synthesize it. The reactants are: Cl[C:2]1[N:3]=[C:4]([N:25]2[CH2:30][CH2:29][O:28][CH2:27][CH2:26]2)[C:5]2[N:11]=[C:10]([CH2:12][N:13]3[CH2:18][CH2:17][N:16]([C:19]([CH3:24])([CH3:23])[C:20]([NH2:22])=[O:21])[CH2:15][CH2:14]3)[CH:9]=[CH:8][C:6]=2[N:7]=1.C1(S([N:40]2[C:48]3[C:43](=[CH:44][CH:45]=[CH:46][CH:47]=3)[C:42](B(O)O)=[CH:41]2)(=O)=O)C=CC=CC=1.[OH-].[K+].